Predict which catalyst facilitates the given reaction. From a dataset of Catalyst prediction with 721,799 reactions and 888 catalyst types from USPTO. Reactant: [CH3:1][O:2][C:3]1[CH:8]=[CH:7][C:6]([CH:9]([C:52]2[CH:57]=[CH:56][C:55]([O:58][CH3:59])=[CH:54][CH:53]=2)[O:10][CH:11]([C:46]2[CH:51]=[CH:50][CH:49]=[CH:48][CH:47]=2)[C:12]2([CH2:44][OH:45])[O:16][CH:15]([N:17]3[CH:22]=[CH:21][C:20](=[O:23])[NH:19][C:18]3=[O:24])[CH:14]([OH:25])[CH:13]2[O:26][Si:27]([C:40]([CH3:43])([CH3:42])[CH3:41])([C:34]2[CH:39]=[CH:38][CH:37]=[CH:36][CH:35]=2)[C:28]2[CH:33]=[CH:32][CH:31]=[CH:30][CH:29]=2)=[CH:5][CH:4]=1.[Si](Cl)(C(C)(C)C)([C:61]1[CH:66]=[CH:65][CH:64]=[CH:63][CH:62]=1)[C:61]1[CH:66]=[CH:65][CH:64]=[CH:63][CH:62]=1.C(N([CH2:83][CH3:84])CC)C. Product: [CH3:1][O:2][C:3]1[CH:8]=[CH:7][C:6]([CH:9]([C:52]2[CH:57]=[CH:56][C:55]([O:58][CH3:59])=[CH:54][CH:53]=2)[O:10][CH:11]([C:46]2[CH:51]=[CH:50][CH:49]=[CH:48][CH:47]=2)[C:12]2([C:44]([C:66]3[CH:61]=[CH:62][CH:63]=[CH:64][CH:65]=3)([C:84]3[CH:83]=[CH:5][CH:4]=[CH:3][CH:8]=3)[O:45][SiH2:27][C:40]([CH3:43])([CH3:42])[CH3:41])[O:16][CH:15]([N:17]3[CH:22]=[CH:21][C:20](=[O:23])[NH:19][C:18]3=[O:24])[CH:14]([OH:25])[CH:13]2[O:26][Si:27]([C:40]([CH3:43])([CH3:42])[CH3:41])([C:34]2[CH:39]=[CH:38][CH:37]=[CH:36][CH:35]=2)[C:28]2[CH:33]=[CH:32][CH:31]=[CH:30][CH:29]=2)=[CH:5][CH:4]=1. The catalyst class is: 4.